Dataset: Catalyst prediction with 721,799 reactions and 888 catalyst types from USPTO. Task: Predict which catalyst facilitates the given reaction. (1) Reactant: [CH3:1][C:2]1([C:17]2[CH:18]=[C:19]([NH:23][S:24]([CH3:27])(=[O:26])=[O:25])[CH:20]=[CH:21][CH:22]=2)[CH:7]2[CH:3]1[CH2:4][N:5]([CH2:8][CH2:9][CH2:10][C:11]1[CH:16]=[CH:15][CH:14]=[CH:13][CH:12]=1)[CH2:6]2.[C:28]1([CH3:38])[CH:33]=[CH:32][C:31]([S:34]([OH:37])(=[O:36])=[O:35])=[CH:30][CH:29]=1. Product: [C:28]1([CH3:38])[CH:29]=[CH:30][C:31]([S:34]([OH:37])(=[O:35])=[O:36])=[CH:32][CH:33]=1.[CH3:1][C:2]1([C:17]2[CH:18]=[C:19]([NH:23][S:24]([CH3:27])(=[O:26])=[O:25])[CH:20]=[CH:21][CH:22]=2)[CH:7]2[CH:3]1[CH2:4][N:5]([CH2:8][CH2:9][CH2:10][C:11]1[CH:16]=[CH:15][CH:14]=[CH:13][CH:12]=1)[CH2:6]2. The catalyst class is: 13. (2) Reactant: [Cl:1][C:2]1[C:3]([I:11])=[C:4]2[CH:10]=[CH:9][NH:8][C:5]2=[N:6][CH:7]=1.[OH-].[Na+].[C:14]1([CH3:24])[CH:19]=[CH:18][C:17]([S:20](Cl)(=[O:22])=[O:21])=[CH:16][CH:15]=1.O. Product: [Cl:1][C:2]1[C:3]([I:11])=[C:4]2[CH:10]=[CH:9][N:8]([S:20]([C:17]3[CH:18]=[CH:19][C:14]([CH3:24])=[CH:15][CH:16]=3)(=[O:22])=[O:21])[C:5]2=[N:6][CH:7]=1. The catalyst class is: 9. (3) Reactant: [Cl:1][C:2]1[CH:3]=[C:4]2[C:9](=[C:10]([F:12])[CH:11]=1)[O:8][C:7]([CH3:14])([CH3:13])[CH:6]=[C:5]2[CH2:15][NH2:16].[CH3:17][C:18]1[N:19]=[CH:20][N:21]([C:23]2[C:32](=[O:33])[N:31]3[C:26]([C:27](=O)[O:28][CH2:29][CH2:30]3)=[CH:25][CH:24]=2)[CH:22]=1.N1CCCN2CCCN=C12.FC(F)(F)C(OCC)=O.[OH-].[Na+]. Product: [Cl:1][C:2]1[CH:3]=[C:4]2[C:9](=[C:10]([F:12])[CH:11]=1)[O:8][C:7]([CH3:13])([CH3:14])[CH:6]=[C:5]2[CH2:15][N:16]1[CH2:29][CH2:30][N:31]2[C:32](=[O:33])[C:23]([N:21]3[CH:22]=[C:18]([CH3:17])[N:19]=[CH:20]3)=[CH:24][CH:25]=[C:26]2[C:27]1=[O:28]. The catalyst class is: 35. (4) Reactant: [CH2:1]([O:3][C:4](=[O:11])[CH2:5][C:6]1[N:7]=[CH:8][NH:9][CH:10]=1)[CH3:2].C(N(CC)CC)C.Cl[C:20]([C:33]1[CH:38]=[CH:37][CH:36]=[CH:35][CH:34]=1)([C:27]1[CH:32]=[CH:31][CH:30]=[CH:29][CH:28]=1)[C:21]1[CH:26]=[CH:25][CH:24]=[CH:23][CH:22]=1.C(OCC)(=O)C. Product: [CH2:1]([O:3][C:4](=[O:11])[CH2:5][C:6]1[N:7]=[CH:8][N:9]([C:20]([C:21]2[CH:26]=[CH:25][CH:24]=[CH:23][CH:22]=2)([C:33]2[CH:34]=[CH:35][CH:36]=[CH:37][CH:38]=2)[C:27]2[CH:28]=[CH:29][CH:30]=[CH:31][CH:32]=2)[CH:10]=1)[CH3:2]. The catalyst class is: 35. (5) Product: [CH3:1][C:2]([CH3:29])([CH2:6][O:7][C:8]1[CH:13]=[CH:12][C:11]([C:14]2[CH:19]=[CH:18][C:17]([C:20]3[NH:21][C:22]([C:25]([F:28])([F:26])[F:27])=[CH:23][N:24]=3)=[CH:16][N:15]=2)=[CH:10][CH:9]=1)[C:3]([O-:5])=[O:4].[Na+:31]. Reactant: [CH3:1][C:2]([CH3:29])([CH2:6][O:7][C:8]1[CH:13]=[CH:12][C:11]([C:14]2[CH:19]=[CH:18][C:17]([C:20]3[NH:21][C:22]([C:25]([F:28])([F:27])[F:26])=[CH:23][N:24]=3)=[CH:16][N:15]=2)=[CH:10][CH:9]=1)[C:3]([OH:5])=[O:4].[OH-].[Na+:31]. The catalyst class is: 7. (6) Reactant: [Br:1][C:2]1[CH:7]=[CH:6][C:5]([C@@H:8]([OH:13])[C:9]([F:12])([F:11])[F:10])=[C:4]([N:14]2[CH:18]=[CH:17][C:16]([CH3:19])=[N:15]2)[CH:3]=1.[NH2:20][C:21]1[N:26]=[C:25](Cl)[CH:24]=[C:23]([Cl:28])[N:22]=1.C([O-])([O-])=O.[Cs+].[Cs+]. Product: [Br:1][C:2]1[CH:7]=[CH:6][C:5]([C@@H:8]([O:13][C:25]2[CH:24]=[C:23]([Cl:28])[N:22]=[C:21]([NH2:20])[N:26]=2)[C:9]([F:12])([F:11])[F:10])=[C:4]([N:14]2[CH:18]=[CH:17][C:16]([CH3:19])=[N:15]2)[CH:3]=1. The catalyst class is: 12. (7) Product: [CH2:3]([O:7][C:9]1[C:10]([F:23])=[C:11]([N:15]2[C@H:20]([CH3:21])[CH2:19][CH2:18][CH2:17][C@@H:16]2[CH3:22])[N:12]=[CH:13][N:14]=1)[C:4]#[C:5][CH3:6]. The catalyst class is: 7. Reactant: [H-].[Na+].[CH2:3]([OH:7])[C:4]#[C:5][CH3:6].Cl[C:9]1[N:14]=[CH:13][N:12]=[C:11]([N:15]2[C@H:20]([CH3:21])[CH2:19][CH2:18][CH2:17][C@@H:16]2[CH3:22])[C:10]=1[F:23].[Cl-].[NH4+]. (8) Reactant: [F:1][C:2]1[CH:19]=[CH:18][C:5]([CH2:6][CH:7]2[CH2:12][CH2:11][N:10]([C:13](=[O:17])[C:14]([OH:16])=O)[CH2:9][CH2:8]2)=[CH:4][CH:3]=1.[NH2:20][C:21]1[CH:22]=[C:23]2[C:27](=[CH:28][CH:29]=1)[CH2:26][CH2:25][CH2:24]2. Product: [F:1][C:2]1[CH:3]=[CH:4][C:5]([CH2:6][CH:7]2[CH2:8][CH2:9][N:10]([C:13](=[O:17])[C:14]([NH:20][C:21]3[CH:22]=[C:23]4[C:27](=[CH:28][CH:29]=3)[CH2:26][CH2:25][CH2:24]4)=[O:16])[CH2:11][CH2:12]2)=[CH:18][CH:19]=1. The catalyst class is: 27.